This data is from Full USPTO retrosynthesis dataset with 1.9M reactions from patents (1976-2016). The task is: Predict the reactants needed to synthesize the given product. (1) Given the product [CH2:1]([O:8][C:9](=[O:15])[CH2:10][CH2:11][CH2:12][CH2:13][N:24]([CH2:23][C:22]([O:21][C:17]([CH3:20])([CH3:19])[CH3:18])=[O:26])[CH3:25])[C:2]1[CH:7]=[CH:6][CH:5]=[CH:4][CH:3]=1, predict the reactants needed to synthesize it. The reactants are: [CH2:1]([O:8][C:9](=[O:15])[CH2:10][CH2:11][CH2:12][CH2:13]Br)[C:2]1[CH:7]=[CH:6][CH:5]=[CH:4][CH:3]=1.Cl.[C:17]([O:21][C:22](=[O:26])[CH2:23][NH:24][CH3:25])([CH3:20])([CH3:19])[CH3:18].C(N(CC)CC)C. (2) Given the product [CH:1]1([C:4]2[C:5]3[N:6]([C:20]([C:23]#[C:24][C:26]4[S:30][C:29]([S:31]([NH2:34])(=[O:33])=[O:32])=[CH:28][CH:27]=4)=[CH:21][N:22]=3)[CH:7]=[C:8]([C:10]3[CH:11]=[CH:12][C:13]([C:16]([F:18])([F:17])[F:19])=[CH:14][CH:15]=3)[CH:9]=2)[CH2:2][CH2:3]1, predict the reactants needed to synthesize it. The reactants are: [CH:1]1([C:4]2[C:5]3[N:6]([C:20]([C:23]#[CH:24])=[CH:21][N:22]=3)[CH:7]=[C:8]([C:10]3[CH:15]=[CH:14][C:13]([C:16]([F:19])([F:18])[F:17])=[CH:12][CH:11]=3)[CH:9]=2)[CH2:3][CH2:2]1.Br[C:26]1[S:30][C:29]([S:31]([NH2:34])(=[O:33])=[O:32])=[CH:28][CH:27]=1. (3) Given the product [CH2:16]([O:18][C:19](=[O:51])[CH2:20][C@@H:21]1[N:27]=[C:26]([C:28]2[CH:29]=[CH:30][C:31]([Cl:34])=[CH:32][CH:33]=2)[C:25]2[CH:35]=[C:36]([C:10]3[CH:11]=[CH:12][N:7]=[CH:8][CH:9]=3)[CH:37]=[CH:38][C:24]=2[N:23]2[C:47]([CH3:50])=[N:48][N:49]=[C:22]12)[CH3:17], predict the reactants needed to synthesize it. The reactants are: C(=O)([O-])[O-].[Na+].[Na+].[N:7]1[CH:12]=[CH:11][C:10](B(O)O)=[CH:9][CH:8]=1.[CH2:16]([O:18][C:19](=[O:51])[CH2:20][C@@H:21]1[N:27]=[C:26]([C:28]2[CH:33]=[CH:32][C:31]([Cl:34])=[CH:30][CH:29]=2)[C:25]2[CH:35]=[C:36](OS(C(F)(F)F)(=O)=O)[CH:37]=[CH:38][C:24]=2[N:23]2[C:47]([CH3:50])=[N:48][N:49]=[C:22]12)[CH3:17].O. (4) Given the product [NH2:18][C:13]1[N:12]=[C:11]([Cl:19])[N:10]=[C:9]2[C:14]=1[NH:15][C:16](=[O:24])[N:8]2[CH2:1][C:2]1[CH:7]=[CH:6][CH:5]=[CH:4][CH:3]=1, predict the reactants needed to synthesize it. The reactants are: [CH2:1]([N:8]1[C:16](Br)=[N:15][C:14]2[C:9]1=[N:10][C:11]([Cl:19])=[N:12][C:13]=2[NH2:18])[C:2]1[CH:7]=[CH:6][CH:5]=[CH:4][CH:3]=1.C([OH:24])CCC.